This data is from Reaction yield outcomes from USPTO patents with 853,638 reactions. The task is: Predict the reaction yield, written as a fraction of the theoretical maximum amount of product (1.0 means a 100% yield; for example, 0.34 means a 34% yield). (1) The reactants are [F:1][C:2]1[CH:10]=[C:9]2[C:5]([C:6]([NH2:11])=[N:7][NH:8]2)=[CH:4][CH:3]=1.[C:12](N1C=CC=CC1=O)(N1C=CC=CC1=O)=[S:13]. The catalyst is ClCCl. The product is [F:1][C:2]1[CH:10]=[C:9]2[C:5]([C:6]([N:11]=[C:12]=[S:13])=[N:7][NH:8]2)=[CH:4][CH:3]=1. The yield is 0.730. (2) The reactants are C(O[C:6](=[O:25])[NH:7][C@H:8]([CH:13]([C:15](=[O:24])[NH:16][CH2:17][C:18]1[CH:23]=[CH:22][CH:21]=[CH:20][CH:19]=1)[OH:14])[CH2:9][CH2:10][CH2:11][CH3:12])(C)(C)C.FC(F)(F)C(O)=O.C(N(CC)C(C)C)(C)C.[CH3:42][O:43][C:44]1[CH:49]=[CH:48][C:47]([CH2:50][C@H:51]([NH:55][C:56](=[O:69])[C@@H:57]([NH:59][C:60](=[O:68])[CH2:61][N:62]2[CH2:67][CH2:66][O:65][CH2:64][CH2:63]2)[CH3:58])C(O)=O)=[CH:46][CH:45]=1.CN(C(ON1N=NC2C=CC=NC1=2)=[N+](C)C)C.F[P-](F)(F)(F)(F)F. The catalyst is ClCCl. The product is [CH2:17]([NH:16][C:15](=[O:24])[C@@H:13]([OH:14])[CH:8]([NH:7][C:6](=[O:25])[C@@H:51]([NH:55][C:56](=[O:69])[C@@H:57]([NH:59][C:60](=[O:68])[CH2:61][N:62]1[CH2:67][CH2:66][O:65][CH2:64][CH2:63]1)[CH3:58])[CH2:50][C:47]1[CH:46]=[CH:45][C:44]([O:43][CH3:42])=[CH:49][CH:48]=1)[CH2:9][CH2:10][CH2:11][CH3:12])[C:18]1[CH:19]=[CH:20][CH:21]=[CH:22][CH:23]=1. The yield is 0.910. (3) The reactants are [NH2:1][C:2]1[CH:7]=[CH:6][C:5]([OH:8])=[CH:4][CH:3]=1.[H-].[Na+].[C:11]([O:15][C:16]([C:18]1[CH:23]=[C:22](Cl)[CH:21]=[CH:20][N:19]=1)=[O:17])([CH3:14])([CH3:13])[CH3:12]. The catalyst is CN(C=O)C. The product is [C:11]([O:15][C:16]([C:18]1[CH:23]=[CH:22][C:21]([O:8][C:5]2[CH:6]=[CH:7][C:2]([NH2:1])=[CH:3][CH:4]=2)=[CH:20][N:19]=1)=[O:17])([CH3:14])([CH3:12])[CH3:13]. The yield is 0.350. (4) The reactants are [CH3:1][C:2]([CH3:5])([O-:4])[CH3:3].[K+].[I-].C[S+](C)(C)=O.O=C1C[CH2:18][N:17]([C:20]([O:22][C:23]([CH3:26])([CH3:25])[CH3:24])=[O:21])[CH2:16]C1.O. The catalyst is COCCOC. The product is [O:4]1[C:2]2([CH2:5][CH2:18][N:17]([C:20]([O:22][C:23]([CH3:26])([CH3:25])[CH3:24])=[O:21])[CH2:16][CH2:3]2)[CH2:1]1. The yield is 0.810.